This data is from Experimentally validated miRNA-target interactions with 360,000+ pairs, plus equal number of negative samples. The task is: Binary Classification. Given a miRNA mature sequence and a target amino acid sequence, predict their likelihood of interaction. The miRNA is mmu-miR-92a-3p with sequence UAUUGCACUUGUCCCGGCCUG. The protein sequence of the target gene is MAFANFRRILRLSTFEKRKSREYEHVRRDLDPNDVWEIVGELGDGAFGKVYKAKNKETGALAAAKVIETKSEEELEDYIVEIEILATCDHPYIVKLLGAYYYDGKLWIMIEFCPGGAVDAIMLELDRGLTEPQIQVVCRQMLEALNFLHGKRIIHRDLKAGNVLMTLEGDIRLADFGVSAKNLKTLQKRDSFIGTPYWMAPEVVLCETMKDAPYDYKADIWSLGITLIEMAQIEPPHHELNPMRVLLKIAKSDPPTLLTPSKWSVEFRDFLKIALDKNPETRPSAAQLLQHPFVSRVTSN.... Result: 1 (interaction).